From a dataset of Catalyst prediction with 721,799 reactions and 888 catalyst types from USPTO. Predict which catalyst facilitates the given reaction. Reactant: [Cl:1][C:2]1[CH:21]=[CH:20][C:5]([O:6][C@H:7]2[CH2:10][C@H:9]([CH2:11][NH:12]C(=O)OC(C)(C)C)[CH2:8]2)=[CH:4][CH:3]=1.Cl.C(OCC)C. Product: [Cl:1][C:2]1[CH:21]=[CH:20][C:5]([O:6][C@H:7]2[CH2:10][C@H:9]([CH2:11][NH2:12])[CH2:8]2)=[CH:4][CH:3]=1. The catalyst class is: 12.